This data is from Forward reaction prediction with 1.9M reactions from USPTO patents (1976-2016). The task is: Predict the product of the given reaction. (1) Given the reactants CN(C)C[CH2:4][CH:5]([N:12]1[CH:16]=[C:15]([NH2:17])[CH:14]=[N:13]1)[C:6]1C=CC=CC=1.[CH3:19][C:20]1[O:24]C(C(O)C)=[N:22][N:21]=1, predict the reaction product. The product is: [CH3:19][C:20]1[O:24][C:6]([CH:5]([N:12]2[CH:16]=[C:15]([NH2:17])[CH:14]=[N:13]2)[CH3:4])=[N:22][N:21]=1. (2) Given the reactants Br[C:2]1[CH:3]=[C:4]2[C:8](=[CH:9][CH:10]=1)[N:7](C(OC(C)(C)C)=O)[N:6]=[CH:5]2.[CH:18]([C:20]1[CH:25]=[CH:24][C:23](B(O)O)=[CH:22][CH:21]=1)=[O:19].C([O-])([O-])=O.[Cs+].[Cs+], predict the reaction product. The product is: [CH:18]([C:20]1[CH:25]=[CH:24][C:23]([C:2]2[CH:3]=[C:4]3[C:8](=[CH:9][CH:10]=2)[NH:7][N:6]=[CH:5]3)=[CH:22][CH:21]=1)=[O:19]. (3) Given the reactants [Cl:1][C:2]1[CH:3]=[C:4]([CH2:9][C:10]([OH:12])=[O:11])[CH:5]=[C:6]([OH:8])[CH:7]=1.[Cl:13][C:14]1[CH:15]=[C:16]([C:21]([C:23]2[CH:28]=[CH:27][C:26]([F:29])=[CH:25][CH:24]=2)=[O:22])[CH:17]=[CH:18][C:19]=1F, predict the reaction product. The product is: [Cl:1][C:2]1[CH:3]=[C:4]([CH2:9][C:10]([OH:12])=[O:11])[CH:5]=[C:6]([O:8][C:19]2[CH:18]=[CH:17][C:16]([C:21](=[O:22])[C:23]3[CH:28]=[CH:27][C:26]([F:29])=[CH:25][CH:24]=3)=[CH:15][C:14]=2[Cl:13])[CH:7]=1. (4) Given the reactants [CH3:1][C:2]1[CH:3]=[C:4]([CH:19]=[C:20]([CH3:31])[C:21]=1[N:22]1[CH:26]=[C:25]([C:27]([F:30])([F:29])[F:28])[CH:24]=[N:23]1)[O:5][CH:6]([C:10]1[CH:18]=[CH:17][C:13]([C:14]([OH:16])=O)=[CH:12][CH:11]=1)[CH2:7][CH2:8][CH3:9].Cl.[NH2:33][CH2:34][CH2:35][C:36]([O:38][CH2:39][CH3:40])=[O:37].F[P-](F)(F)(F)(F)F.N1(OC(N(C)C)=[N+](C)C)C2N=CC=CC=2N=N1.C(N(C(C)C)CC)(C)C, predict the reaction product. The product is: [CH3:1][C:2]1[CH:3]=[C:4]([CH:19]=[C:20]([CH3:31])[C:21]=1[N:22]1[CH:26]=[C:25]([C:27]([F:28])([F:29])[F:30])[CH:24]=[N:23]1)[O:5][CH:6]([C:10]1[CH:11]=[CH:12][C:13]([C:14]([NH:33][CH2:34][CH2:35][C:36]([O:38][CH2:39][CH3:40])=[O:37])=[O:16])=[CH:17][CH:18]=1)[CH2:7][CH2:8][CH3:9]. (5) Given the reactants [CH3:1][C:2]1[CH:7]=[CH:6][CH:5]=[C:4]([CH3:8])[C:3]=1[CH2:9][NH:10][C:11]1[C:12]2[N:13]([C:25]([CH3:29])=[C:26]([CH3:28])[N:27]=2)[CH:14]=[C:15]([C:17]2[O:21][C:20]([C:22](O)=[O:23])=[CH:19][CH:18]=2)[CH:16]=1.[NH4+].O[N:32]1C2C=CC=CC=2N=N1.C(N1CCOCC1)C.[ClH:49].CN(C)CCCN=C=NCC.Cl, predict the reaction product. The product is: [ClH:49].[CH3:8][C:4]1[CH:5]=[CH:6][CH:7]=[C:2]([CH3:1])[C:3]=1[CH2:9][NH:10][C:11]1[C:12]2[N:13]([C:25]([CH3:29])=[C:26]([CH3:28])[N:27]=2)[CH:14]=[C:15]([C:17]2[O:21][C:20]([C:22]([NH2:32])=[O:23])=[CH:19][CH:18]=2)[CH:16]=1.